This data is from Full USPTO retrosynthesis dataset with 1.9M reactions from patents (1976-2016). The task is: Predict the reactants needed to synthesize the given product. (1) Given the product [ClH:1].[NH2:31][CH2:30][CH2:29][N:13]1[C:12]2[CH:39]=[CH:40][C:9]([C:7]([N:6]([CH2:2][CH:3]([CH3:4])[CH3:5])[CH2:41][CH:42]([CH3:44])[CH3:43])=[O:8])=[CH:10][C:11]=2[N:15]=[C:14]1[NH:16][C:17]1[CH:22]=[C:21]([O:23][CH3:24])[C:20]([O:25][CH3:26])=[C:19]([O:27][CH3:28])[CH:18]=1, predict the reactants needed to synthesize it. The reactants are: [ClH:1].[CH2:2]([N:6]([CH2:41][CH:42]([CH3:44])[CH3:43])[C:7]([C:9]1[CH:40]=[CH:39][C:12]2[N:13]([CH2:29][CH2:30][NH:31]C(=O)OC(C)(C)C)[C:14]([NH:16][C:17]3[CH:22]=[C:21]([O:23][CH3:24])[C:20]([O:25][CH3:26])=[C:19]([O:27][CH3:28])[CH:18]=3)=[N:15][C:11]=2[CH:10]=1)=[O:8])[CH:3]([CH3:5])[CH3:4]. (2) Given the product [CH2:1]([N:8]([CH2:15][C:16]1[CH:21]=[CH:20][CH:19]=[C:18]([BH2:22])[CH:17]=1)[CH2:9][CH:10]([N:30]([CH3:31])[CH3:23])[CH3:11])[C:2]1[CH:3]=[CH:4][CH:5]=[CH:6][CH:7]=1, predict the reactants needed to synthesize it. The reactants are: [CH2:1]([N:8]([CH2:15][C:16]1[CH:21]=[CH:20][CH:19]=[C:18]([BH2:22])[CH:17]=1)[CH2:9][CH2:10][CH2:11]N(C)C)[C:2]1[CH:7]=[CH:6][CH:5]=[CH:4][CH:3]=1.[CH2:23]([NH:30][CH2:31]CCN(C)C)C1C=CC=CC=1.